From a dataset of HIV replication inhibition screening data with 41,000+ compounds from the AIDS Antiviral Screen. Binary Classification. Given a drug SMILES string, predict its activity (active/inactive) in a high-throughput screening assay against a specified biological target. (1) The drug is CCOP(=O)(OCC)C(=Cn1ccc(=O)[nH]c1=S)C(=O)OC. The result is 0 (inactive). (2) The drug is C1=CC2CCC1C1CN(CCCN3CCOCC3)CC21. The result is 0 (inactive).